From a dataset of Full USPTO retrosynthesis dataset with 1.9M reactions from patents (1976-2016). Predict the reactants needed to synthesize the given product. (1) Given the product [NH2:32][C:19]1[CH:20]=[C:21]([N:24]([CH2:26][CH2:27][CH2:28][N:29]([CH3:30])[CH3:31])[CH3:25])[CH:22]=[CH:23][C:18]=1[C:17]([NH:16][C:10]1[C:9]2[C:13](=[CH:14][CH:15]=[C:7]([O:6][CH2:5][C:4]3[CH:3]=[C:2]([F:1])[CH:38]=[C:37]([F:39])[CH:36]=3)[CH:8]=2)[NH:12][N:11]=1)=[O:35], predict the reactants needed to synthesize it. The reactants are: [F:1][C:2]1[CH:3]=[C:4]([CH:36]=[C:37]([F:39])[CH:38]=1)[CH2:5][O:6][C:7]1[CH:8]=[C:9]2[C:13](=[CH:14][CH:15]=1)[NH:12][N:11]=[C:10]2[NH:16][C:17](=[O:35])[C:18]1[CH:23]=[CH:22][C:21]([N:24]([CH2:26][CH2:27][CH2:28][N:29]([CH3:31])[CH3:30])[CH3:25])=[CH:20][C:19]=1[N+:32]([O-])=O.[O-]S(S([O-])=O)=O.[Na+].[Na+]. (2) Given the product [CH3:23][S:24]([C:27]1[CH:28]=[C:29]([NH:33][C:20]([C:19]2[CH:18]=[N:17][N:11]3[C:12]([CH2:14][CH2:15][CH3:16])=[CH:13][C:8]([C:5]4[CH:4]=[CH:3][C:2]([Cl:1])=[CH:7][CH:6]=4)=[N:9][C:10]=23)=[O:21])[CH:30]=[CH:31][CH:32]=1)(=[O:25])=[O:26], predict the reactants needed to synthesize it. The reactants are: [Cl:1][C:2]1[CH:7]=[CH:6][C:5]([C:8]2[CH:13]=[C:12]([CH2:14][CH2:15][CH3:16])[N:11]3[N:17]=[CH:18][C:19]([C:20](O)=[O:21])=[C:10]3[N:9]=2)=[CH:4][CH:3]=1.[CH3:23][S:24]([C:27]1[CH:28]=[C:29]([NH2:33])[CH:30]=[CH:31][CH:32]=1)(=[O:26])=[O:25]. (3) Given the product [N:1]1[C:10]2[C:5](=[CH:6][CH:7]=[CH:8][CH:9]=2)[CH:4]=[CH:3][C:2]=1[C:11]([O:13][CH2:19][CH3:20])=[O:12], predict the reactants needed to synthesize it. The reactants are: [N:1]1[C:10]2[C:5](=[CH:6][CH:7]=[CH:8][CH:9]=2)[CH:4]=[CH:3][C:2]=1[C:11]([OH:13])=[O:12].S(=O)(=O)(O)O.[CH2:19](O)[CH3:20]. (4) Given the product [CH3:1][O:2][C:3]1[CH:15]=[C:14]([O:16][CH3:17])[CH:13]=[CH:12][C:4]=1[CH2:5][C:6]1[NH:10][N:9]=[C:8]([S:11][CH2:20][C:21]2[CH:26]=[CH:25][CH:24]=[CH:23][N:22]=2)[N:7]=1, predict the reactants needed to synthesize it. The reactants are: [CH3:1][O:2][C:3]1[CH:15]=[C:14]([O:16][CH3:17])[CH:13]=[CH:12][C:4]=1[CH2:5][C:6]1[NH:7][C:8](=[S:11])[NH:9][N:10]=1.Br.Br[CH2:20][C:21]1[CH:26]=[CH:25][CH:24]=[CH:23][N:22]=1. (5) Given the product [Cl:1][C:2]1[C:7]2[C:8]([C:11]3[CH:16]=[CH:15][C:14]([O:17][C:18]4[CH:23]=[CH:22][C:21]([Cl:24])=[CH:20][CH:19]=4)=[CH:13][C:12]=3[CH2:25][CH2:26][CH3:27])=[N:9][O:10][C:6]=2[CH:5]=[CH:4][C:3]=1[O:28][C@@H:30]([CH3:32])[C:29]([OH:34])=[O:33], predict the reactants needed to synthesize it. The reactants are: [Cl:1][C:2]1[C:7]2[C:8]([C:11]3[CH:16]=[CH:15][C:14]([O:17][C:18]4[CH:23]=[CH:22][C:21]([Cl:24])=[CH:20][CH:19]=4)=[CH:13][C:12]=3[CH2:25][CH2:26][CH3:27])=[N:9][O:10][C:6]=2[CH:5]=[CH:4][C:3]=1[OH:28].[C:29]([O:34]C)(=[O:33])[C@@H:30]([CH3:32])O. (6) Given the product [CH2:1]([O:3][C:4]([C:5]1([CH:6]=[CH2:7])[CH2:8][O:9][C:15]([CH2:17][F:18])([CH2:14][F:13])[O:11][CH2:10]1)=[O:12])[CH3:2], predict the reactants needed to synthesize it. The reactants are: [CH2:1]([O:3][C:4](=[O:12])[C:5]([CH2:10][OH:11])([CH2:8][OH:9])[CH:6]=[CH2:7])[CH3:2].[F:13][CH2:14][C:15]([CH2:17][F:18])=O.